From a dataset of Reaction yield outcomes from USPTO patents with 853,638 reactions. Predict the reaction yield, written as a fraction of the theoretical maximum amount of product (1.0 means a 100% yield; for example, 0.34 means a 34% yield). The reactants are [CH2:1]([O:5][CH:6]([O:8][NH:9][C:10]([C:12]1[S:16][C:15]2[CH:17]=[C:18]([CH:21]=O)[CH:19]=[CH:20][C:14]=2[CH:13]=1)=[O:11])[CH3:7])[CH:2]([CH3:4])[CH3:3].[CH:23]1([O:28][C:29](=[O:48])[C@@H:30]([NH:38][CH2:39][C:40]2[CH:45]=[CH:44][C:43]([CH2:46][NH2:47])=[CH:42][CH:41]=2)[CH2:31][C:32]2[CH:37]=[CH:36][CH:35]=[CH:34][CH:33]=2)[CH2:27][CH2:26][CH2:25][CH2:24]1.C(O[BH-](OC(=O)C)OC(=O)C)(=O)C.[Na+].C(=O)([O-])O.[Na+]. The catalyst is ClCCCl.C(O)(=O)C. The product is [CH:23]1([O:28][C:29](=[O:48])[C@@H:30]([NH:38][CH2:39][C:40]2[CH:41]=[CH:42][C:43]([CH2:46][NH:47][CH2:21][C:18]3[CH:19]=[CH:20][C:14]4[CH:13]=[C:12]([C:10](=[O:11])[NH:9][O:8][CH:6]([O:5][CH2:1][CH:2]([CH3:3])[CH3:4])[CH3:7])[S:16][C:15]=4[CH:17]=3)=[CH:44][CH:45]=2)[CH2:31][C:32]2[CH:37]=[CH:36][CH:35]=[CH:34][CH:33]=2)[CH2:24][CH2:25][CH2:26][CH2:27]1. The yield is 0.210.